Dataset: Full USPTO retrosynthesis dataset with 1.9M reactions from patents (1976-2016). Task: Predict the reactants needed to synthesize the given product. (1) Given the product [Br:1][C:26]1[C:25]([CH3:27])=[CH:24][N+:23]([O-:28])=[CH:22][C:21]=1[CH3:20], predict the reactants needed to synthesize it. The reactants are: [Br:1]Br.C([O-])(=O)C.C([O-])(=O)C.C([O-])(=O)C.C([O-])(=O)C.[Pb+4].[CH3:20][C:21]1[CH:22]=[N+:23]([O-:28])[CH:24]=[C:25]([CH3:27])[CH:26]=1.[OH-].[Na+]. (2) Given the product [CH2:42]([N:8]([C:6]1[CH:7]=[C:2]([F:1])[CH:3]=[CH:4][C:5]=1[CH:9]1[CH2:18][CH2:17][C:16]2[C:11](=[CH:12][CH:13]=[C:14]([O:19][CH3:20])[CH:15]=2)[CH2:10]1)[CH2:26][C:25]1[CH:29]=[CH:30][C:31]([O:32][CH2:33][CH2:34][N:35]2[CH2:40][CH2:39][CH2:38][CH2:37][CH2:36]2)=[C:23]([F:22])[CH:24]=1)[CH3:49], predict the reactants needed to synthesize it. The reactants are: [F:1][C:2]1[CH:3]=[CH:4][C:5]([CH:9]2[CH2:18][CH2:17][C:16]3[C:11](=[CH:12][CH:13]=[C:14]([O:19][CH3:20])[CH:15]=3)[CH2:10]2)=[C:6]([NH2:8])[CH:7]=1.Cl.[F:22][C:23]1[CH:24]=[C:25]([CH:29]=[CH:30][C:31]=1[O:32][CH2:33][CH2:34][N:35]1[CH2:40][CH2:39][CH2:38][CH2:37][CH2:36]1)[C:26](O)=O.F[C:42]1C=C(C=C[C:49]=1OCCN1CCCCC1)CN.